This data is from Full USPTO retrosynthesis dataset with 1.9M reactions from patents (1976-2016). The task is: Predict the reactants needed to synthesize the given product. (1) Given the product [OH2:2].[P:16]([O-:20])([O-:19])([O-:18])=[O:17].[Mg+2:14].[NH2:7][C:6]([NH2:8])=[NH:5].[P:16]([O-:20])([O-:19])([O-:18])=[O:17].[Mg+2:14].[Mg+2:14].[NH2:11][C:10]([NH2:12])=[NH:9].[Mg+2:14].[Mg+2:14].[Mg+2:14].[P:16]([O-:20])([O-:19])([O-:18])=[O:17].[P:16]([O-:20])([O-:19])([O-:18])=[O:17], predict the reactants needed to synthesize it. The reactants are: C(=O)([O-])[O-:2].[NH2:5][C:6]([NH2:8])=[NH2+:7].[NH2:9][C:10]([NH2:12])=[NH2+:11].[OH-].[Mg+2:14].[OH-].[P:16](=[O:20])([OH:19])([OH:18])[OH:17]. (2) Given the product [Br:1][C:2]1[N:10]([CH2:11][CH3:12])[C:9]2[C:8](=[O:13])[N:7]([CH2:14][CH2:15][CH2:16][O:17][CH:38]3[CH2:39][CH2:40][CH2:41][CH2:42][O:37]3)[C:6](=[O:18])[N:5]([CH3:19])[C:4]=2[N:3]=1, predict the reactants needed to synthesize it. The reactants are: [Br:1][C:2]1[N:10]([CH2:11][CH3:12])[C:9]2[C:8](=[O:13])[N:7]([CH2:14][CH2:15][CH2:16][OH:17])[C:6](=[O:18])[N:5]([CH3:19])[C:4]=2[N:3]=1.CC1C=CC(S([O-])(=O)=O)=CC=1.C1C=C[NH+]=CC=1.[O:37]1[CH:42]=[CH:41][CH2:40][CH2:39][CH2:38]1. (3) Given the product [CH2:1]([O:8][C:9]1[CH:10]=[CH:11][C:12]([C:19](=[O:21])[CH3:20])=[N:13][CH:14]=1)[C:2]1[CH:7]=[CH:6][CH:5]=[CH:4][CH:3]=1, predict the reactants needed to synthesize it. The reactants are: [CH2:1]([O:8][C:9]1[CH:10]=[CH:11][C:12](Br)=[N:13][CH:14]=1)[C:2]1[CH:7]=[CH:6][CH:5]=[CH:4][CH:3]=1.CON(C)[C:19](=[O:21])[CH3:20].[Li]CCCC. (4) Given the product [F:10][C:4]1[CH:3]=[C:2]([C:17]2[CH:18]=[C:19]3[C:14](=[CH:15][CH:16]=2)[NH:13][C:12](=[O:11])[CH2:21][CH2:20]3)[CH:9]=[CH:8][C:5]=1[C:6]#[N:7], predict the reactants needed to synthesize it. The reactants are: Br[C:2]1[CH:9]=[CH:8][C:5]([C:6]#[N:7])=[C:4]([F:10])[CH:3]=1.[O:11]=[C:12]1[CH2:21][CH2:20][C:19]2[C:14](=[CH:15][CH:16]=[C:17](B(O)O)[CH:18]=2)[NH:13]1.C(=O)([O-])[O-].[Na+].[Na+]. (5) Given the product [Cl:12][C:10]1[CH:11]=[C:2]([NH:1][CH2:32][C:31]2[C:26]([NH:25][CH3:24])=[N:27][C:28]([S:34][CH3:35])=[N:29][CH:30]=2)[CH:3]=[C:4]2[C:9]=1[N:8]=[CH:7][C:6]([C:13]#[N:14])=[C:5]2[NH:15][C:16]1[CH:21]=[CH:20][C:19]([F:22])=[C:18]([Cl:23])[CH:17]=1, predict the reactants needed to synthesize it. The reactants are: [NH2:1][C:2]1[CH:3]=[C:4]2[C:9](=[C:10]([Cl:12])[CH:11]=1)[N:8]=[CH:7][C:6]([C:13]#[N:14])=[C:5]2[NH:15][C:16]1[CH:21]=[CH:20][C:19]([F:22])=[C:18]([Cl:23])[CH:17]=1.[CH3:24][NH:25][C:26]1[C:31]([CH:32]=O)=[CH:30][N:29]=[C:28]([S:34][CH3:35])[N:27]=1.[BH3-]C#N.[Na+].